This data is from NCI-60 drug combinations with 297,098 pairs across 59 cell lines. The task is: Regression. Given two drug SMILES strings and cell line genomic features, predict the synergy score measuring deviation from expected non-interaction effect. (1) Drug 1: C1CCC(C1)C(CC#N)N2C=C(C=N2)C3=C4C=CNC4=NC=N3. Drug 2: CC1=CC=C(C=C1)C2=CC(=NN2C3=CC=C(C=C3)S(=O)(=O)N)C(F)(F)F. Cell line: UO-31. Synergy scores: CSS=22.8, Synergy_ZIP=-5.00, Synergy_Bliss=1.18, Synergy_Loewe=2.86, Synergy_HSA=4.49. (2) Drug 1: CN(C)N=NC1=C(NC=N1)C(=O)N. Drug 2: C1CCC(C(C1)N)N.C(=O)(C(=O)[O-])[O-].[Pt+4]. Cell line: UO-31. Synergy scores: CSS=21.0, Synergy_ZIP=-7.77, Synergy_Bliss=-2.09, Synergy_Loewe=1.60, Synergy_HSA=1.84. (3) Drug 1: C1=CN(C(=O)N=C1N)C2C(C(C(O2)CO)O)O.Cl. Drug 2: CNC(=O)C1=NC=CC(=C1)OC2=CC=C(C=C2)NC(=O)NC3=CC(=C(C=C3)Cl)C(F)(F)F. Cell line: HCT116. Synergy scores: CSS=29.1, Synergy_ZIP=1.73, Synergy_Bliss=-2.80, Synergy_Loewe=-33.9, Synergy_HSA=-3.72. (4) Drug 1: CCCCCOC(=O)NC1=NC(=O)N(C=C1F)C2C(C(C(O2)C)O)O. Drug 2: CCN(CC)CCCC(C)NC1=C2C=C(C=CC2=NC3=C1C=CC(=C3)Cl)OC. Cell line: SNB-19. Synergy scores: CSS=19.5, Synergy_ZIP=-1.56, Synergy_Bliss=0.847, Synergy_Loewe=-23.5, Synergy_HSA=-0.0835. (5) Drug 1: C1=CC=C(C=C1)NC(=O)CCCCCCC(=O)NO. Drug 2: C1C(C(OC1N2C=NC3=C2NC=NCC3O)CO)O. Cell line: HCT-15. Synergy scores: CSS=-7.70, Synergy_ZIP=5.31, Synergy_Bliss=6.20, Synergy_Loewe=-8.90, Synergy_HSA=-7.33.